The task is: Regression. Given two drug SMILES strings and cell line genomic features, predict the synergy score measuring deviation from expected non-interaction effect.. This data is from NCI-60 drug combinations with 297,098 pairs across 59 cell lines. (1) Drug 1: C1C(C(OC1N2C=NC3=C(N=C(N=C32)Cl)N)CO)O. Drug 2: CCN(CC)CCNC(=O)C1=C(NC(=C1C)C=C2C3=C(C=CC(=C3)F)NC2=O)C. Cell line: KM12. Synergy scores: CSS=40.4, Synergy_ZIP=-6.81, Synergy_Bliss=-2.57, Synergy_Loewe=-1.29, Synergy_HSA=0.530. (2) Synergy scores: CSS=20.0, Synergy_ZIP=-2.74, Synergy_Bliss=4.60, Synergy_Loewe=-1.05, Synergy_HSA=2.57. Drug 2: C1=NNC2=C1C(=O)NC=N2. Cell line: K-562. Drug 1: C1CCC(C1)C(CC#N)N2C=C(C=N2)C3=C4C=CNC4=NC=N3. (3) Drug 1: CC1C(C(CC(O1)OC2CC(CC3=C2C(=C4C(=C3O)C(=O)C5=C(C4=O)C(=CC=C5)OC)O)(C(=O)CO)O)N)O.Cl. Drug 2: CC(C)NC(=O)C1=CC=C(C=C1)CNNC.Cl. Cell line: OVCAR-8. Synergy scores: CSS=-5.71, Synergy_ZIP=6.31, Synergy_Bliss=6.11, Synergy_Loewe=-0.916, Synergy_HSA=-3.16. (4) Drug 1: CC1OCC2C(O1)C(C(C(O2)OC3C4COC(=O)C4C(C5=CC6=C(C=C35)OCO6)C7=CC(=C(C(=C7)OC)O)OC)O)O. Drug 2: C1C(C(OC1N2C=NC3=C2NC=NCC3O)CO)O. Cell line: HL-60(TB). Synergy scores: CSS=37.4, Synergy_ZIP=-1.15, Synergy_Bliss=-4.18, Synergy_Loewe=-33.6, Synergy_HSA=-3.85. (5) Drug 1: CC1CCC2CC(C(=CC=CC=CC(CC(C(=O)C(C(C(=CC(C(=O)CC(OC(=O)C3CCCCN3C(=O)C(=O)C1(O2)O)C(C)CC4CCC(C(C4)OC)O)C)C)O)OC)C)C)C)OC. Drug 2: CNC(=O)C1=NC=CC(=C1)OC2=CC=C(C=C2)NC(=O)NC3=CC(=C(C=C3)Cl)C(F)(F)F. Cell line: SNB-19. Synergy scores: CSS=10.5, Synergy_ZIP=-3.02, Synergy_Bliss=-1.33, Synergy_Loewe=-4.68, Synergy_HSA=-0.869. (6) Drug 1: CC(C1=C(C=CC(=C1Cl)F)Cl)OC2=C(N=CC(=C2)C3=CN(N=C3)C4CCNCC4)N. Drug 2: CC1CCC2CC(C(=CC=CC=CC(CC(C(=O)C(C(C(=CC(C(=O)CC(OC(=O)C3CCCCN3C(=O)C(=O)C1(O2)O)C(C)CC4CCC(C(C4)OC)OCCO)C)C)O)OC)C)C)C)OC. Cell line: HOP-92. Synergy scores: CSS=20.1, Synergy_ZIP=-1.15, Synergy_Bliss=3.15, Synergy_Loewe=2.42, Synergy_HSA=4.65. (7) Drug 1: CC(CN1CC(=O)NC(=O)C1)N2CC(=O)NC(=O)C2. Drug 2: CCC1(CC2CC(C3=C(CCN(C2)C1)C4=CC=CC=C4N3)(C5=C(C=C6C(=C5)C78CCN9C7C(C=CC9)(C(C(C8N6C=O)(C(=O)OC)O)OC(=O)C)CC)OC)C(=O)OC)O.OS(=O)(=O)O. Cell line: HOP-62. Synergy scores: CSS=12.7, Synergy_ZIP=-2.37, Synergy_Bliss=0.862, Synergy_Loewe=1.28, Synergy_HSA=1.18.